From a dataset of Retrosynthesis with 50K atom-mapped reactions and 10 reaction types from USPTO. Predict the reactants needed to synthesize the given product. (1) Given the product O=C1C(c2ccc(Br)cc2O)c2ccccc2N1C(c1ccccc1)c1ccccc1, predict the reactants needed to synthesize it. The reactants are: O=C1N(C(c2ccccc2)c2ccccc2)c2ccccc2C1(O)c1ccc(Br)cc1O. (2) Given the product Clc1cnc(Nc2cccc(C3OCCCO3)c2)nc1NC1CC1, predict the reactants needed to synthesize it. The reactants are: Clc1ncc(Cl)c(NC2CC2)n1.Nc1cccc(C2OCCCO2)c1. (3) The reactants are: CC(=O)Cl.COc1ccc(-c2cccc3c2CCC3=O)c(OCC2(CN)COC2)c1OC. Given the product COc1ccc(-c2cccc3c2CCC3=O)c(OCC2(CNC(C)=O)COC2)c1OC, predict the reactants needed to synthesize it. (4) Given the product COc1cccc(-c2c(NC(=O)Nc3c(C(C)C)cccc3C(C)C)c(=O)n(CCCN3C(=O)c4ccccc4C3=O)c3ncccc23)c1, predict the reactants needed to synthesize it. The reactants are: COc1cccc(-c2c(NC(=O)Nc3c(C(C)C)cccc3C(C)C)c(=O)[nH]c3ncccc23)c1.O=C1c2ccccc2C(=O)N1CCCBr. (5) Given the product CCCCc1nc(C(=O)c2ccccc2)c(C#N)n1Cc1ccc(-c2ccccc2C(=O)OC(C)(C)C)cc1, predict the reactants needed to synthesize it. The reactants are: CC(C)(C)OC(=O)c1ccccc1-c1ccc(CBr)cc1.CCCCc1nc(C(=O)c2ccccc2)c(C#N)[nH]1. (6) Given the product Fc1ccc2[nH]cc(CCCCN3CCNCC3)c2c1, predict the reactants needed to synthesize it. The reactants are: O=C(CCCN1CCNCC1)c1c[nH]c2ccc(F)cc12. (7) Given the product CCCCN1CC[C@H]2[C@@H](C1)c1cc(-c3ccc(Cl)cc3Cl)cc3c1N2CCC3, predict the reactants needed to synthesize it. The reactants are: CCCCBr.Clc1ccc(-c2cc3c4c(c2)[C@@H]2CNCC[C@@H]2N4CCC3)c(Cl)c1.